From a dataset of NCI-60 drug combinations with 297,098 pairs across 59 cell lines. Regression. Given two drug SMILES strings and cell line genomic features, predict the synergy score measuring deviation from expected non-interaction effect. (1) Drug 1: CS(=O)(=O)C1=CC(=C(C=C1)C(=O)NC2=CC(=C(C=C2)Cl)C3=CC=CC=N3)Cl. Drug 2: COC1=CC(=CC(=C1O)OC)C2C3C(COC3=O)C(C4=CC5=C(C=C24)OCO5)OC6C(C(C7C(O6)COC(O7)C8=CC=CS8)O)O. Cell line: RPMI-8226. Synergy scores: CSS=47.2, Synergy_ZIP=1.61, Synergy_Bliss=2.39, Synergy_Loewe=-43.7, Synergy_HSA=-1.26. (2) Drug 1: CC1OCC2C(O1)C(C(C(O2)OC3C4COC(=O)C4C(C5=CC6=C(C=C35)OCO6)C7=CC(=C(C(=C7)OC)O)OC)O)O. Drug 2: B(C(CC(C)C)NC(=O)C(CC1=CC=CC=C1)NC(=O)C2=NC=CN=C2)(O)O. Cell line: HCC-2998. Synergy scores: CSS=14.5, Synergy_ZIP=-2.05, Synergy_Bliss=-2.29, Synergy_Loewe=-2.96, Synergy_HSA=-3.13. (3) Drug 1: CS(=O)(=O)CCNCC1=CC=C(O1)C2=CC3=C(C=C2)N=CN=C3NC4=CC(=C(C=C4)OCC5=CC(=CC=C5)F)Cl. Drug 2: CCN(CC)CCCC(C)NC1=C2C=C(C=CC2=NC3=C1C=CC(=C3)Cl)OC. Cell line: LOX IMVI. Synergy scores: CSS=36.1, Synergy_ZIP=-0.898, Synergy_Bliss=-0.433, Synergy_Loewe=2.31, Synergy_HSA=4.65. (4) Drug 1: CC=C1C(=O)NC(C(=O)OC2CC(=O)NC(C(=O)NC(CSSCCC=C2)C(=O)N1)C(C)C)C(C)C. Drug 2: C1=NC(=NC(=O)N1C2C(C(C(O2)CO)O)O)N. Cell line: PC-3. Synergy scores: CSS=47.0, Synergy_ZIP=-1.61, Synergy_Bliss=0.0230, Synergy_Loewe=-25.6, Synergy_HSA=1.81. (5) Drug 1: C1=NC2=C(N1)C(=S)N=C(N2)N. Drug 2: COC1=NC(=NC2=C1N=CN2C3C(C(C(O3)CO)O)O)N. Cell line: UACC62. Synergy scores: CSS=32.9, Synergy_ZIP=-1.47, Synergy_Bliss=-0.267, Synergy_Loewe=-30.2, Synergy_HSA=-1.54. (6) Drug 1: CN1C2=C(C=C(C=C2)N(CCCl)CCCl)N=C1CCCC(=O)O.Cl. Drug 2: CC1C(C(CC(O1)OC2CC(CC3=C2C(=C4C(=C3O)C(=O)C5=CC=CC=C5C4=O)O)(C(=O)C)O)N)O. Cell line: A498. Synergy scores: CSS=74.8, Synergy_ZIP=7.13, Synergy_Bliss=7.60, Synergy_Loewe=-9.38, Synergy_HSA=12.7. (7) Drug 1: C1=CC(=CC=C1CCC2=CNC3=C2C(=O)NC(=N3)N)C(=O)NC(CCC(=O)O)C(=O)O. Cell line: HOP-62. Drug 2: C1=NC(=NC(=O)N1C2C(C(C(O2)CO)O)O)N. Synergy scores: CSS=29.5, Synergy_ZIP=-5.26, Synergy_Bliss=3.08, Synergy_Loewe=-0.733, Synergy_HSA=3.08.